This data is from Cav3 T-type calcium channel HTS with 100,875 compounds. The task is: Binary Classification. Given a drug SMILES string, predict its activity (active/inactive) in a high-throughput screening assay against a specified biological target. (1) The drug is O=C(NCC(N1CCN(CC1)CC)c1cccnc1)c1cc2OCOc2cc1. The result is 0 (inactive). (2) The compound is S(Oc1c(cccc1OC)/C=N\NC(=O)c1cc([N+]([O-])=O)ccc1)(=O)(=O)c1ccccc1. The result is 0 (inactive).